From a dataset of Forward reaction prediction with 1.9M reactions from USPTO patents (1976-2016). Predict the product of the given reaction. (1) Given the reactants C([Li])CCC.[CH3:6][N:7]1[CH:11]=[CH:10][CH:9]=[N:8]1.[CH:12](=[O:19])[C:13]1[CH:18]=[CH:17][CH:16]=[CH:15][CH:14]=1.[Cl-].[NH4+], predict the reaction product. The product is: [CH3:6][N:7]1[C:11]([CH:12]([C:13]2[CH:18]=[CH:17][CH:16]=[CH:15][CH:14]=2)[OH:19])=[CH:10][CH:9]=[N:8]1. (2) Given the reactants [C:1]1([C:7]2[CH:8]=[CH:9][C:10]3[NH:11][C:12]4[C:17]([C:18]=3[CH:19]=2)=[CH:16][C:15]([C:20]2[CH:25]=[CH:24][CH:23]=[CH:22][CH:21]=2)=[CH:14][CH:13]=4)[CH:6]=[CH:5][CH:4]=[CH:3][CH:2]=1.[Br:26][C:27]1[CH:32]=[CH:31][CH:30]=[C:29](I)[CH:28]=1.C(=O)([O-])[O-].[K+].[K+], predict the reaction product. The product is: [Br:26][C:27]1[CH:28]=[C:29]([N:11]2[C:12]3[CH:13]=[CH:14][C:15]([C:20]4[CH:21]=[CH:22][CH:23]=[CH:24][CH:25]=4)=[CH:16][C:17]=3[C:18]3[C:10]2=[CH:9][CH:8]=[C:7]([C:1]2[CH:6]=[CH:5][CH:4]=[CH:3][CH:2]=2)[CH:19]=3)[CH:30]=[CH:31][CH:32]=1. (3) The product is: [CH:1]([C:4]1[N:13]([NH:14][C:15]([C@@H:17]2[CH2:19][C@@H:18]2[C:20]2[CH:25]=[CH:24][C:23]([F:28])=[CH:22][CH:21]=2)=[O:16])[C:12](=[O:27])[C:11]2[C:6](=[CH:7][CH:8]=[CH:9][CH:10]=2)[N:5]=1)([CH3:3])[CH3:2]. Given the reactants [CH:1]([C:4]1[N:13]([NH:14][C:15]([C@@H:17]2[CH2:19][C@H:18]2[C:20]2[CH:25]=[CH:24][C:23](Cl)=[CH:22][CH:21]=2)=[O:16])[C:12](=[O:27])[C:11]2[C:6](=[CH:7][CH:8]=[CH:9][CH:10]=2)[N:5]=1)([CH3:3])[CH3:2].[F:28]C1C=CC([C@H]2C[C@H]2C(O)=O)=CC=1, predict the reaction product. (4) Given the reactants [NH2:1][C:2]1[CH:3]=[N:4][N:5]([CH3:22])[C:6]=1[N:7]1[CH2:12][CH2:11][CH2:10][C@H:9]([CH2:13][NH:14]C(=O)OC(C)(C)C)[CH2:8]1.[NH2:23][C:24]1[C:25]([C:31]([OH:33])=O)=[N:26][C:27](Br)=[CH:28][CH:29]=1.[F:34][C:35]1[CH:40]=[CH:39][CH:38]=[CH:37][C:36]=1B(O)O, predict the reaction product. The product is: [NH2:23][C:24]1[C:25]([C:31]([NH:1][C:2]2[CH:3]=[N:4][N:5]([CH3:22])[C:6]=2[N:7]2[CH2:12][CH2:11][CH2:10][C@H:9]([CH2:13][NH2:14])[CH2:8]2)=[O:33])=[N:26][C:27]([C:36]2[CH:37]=[CH:38][CH:39]=[CH:40][C:35]=2[F:34])=[CH:28][CH:29]=1. (5) Given the reactants [F:1][C:2]1[CH:3]=[C:4]([C:10]2(F)[CH2:15][CH2:14][N:13]([C:16]([O:18][C:19]([CH3:22])([CH3:21])[CH3:20])=[O:17])[CH2:12][CH2:11]2)[CH:5]=[C:6]([F:9])[C:7]=1[OH:8].C1(P(C2C=CC=CC=2)C2C=CC=CC=2)C=CC=CC=1.N(C(OCC)=O)=NC(OCC)=[O:46].[F:55][C:56]([F:71])([F:70])[C:57]1[N:61]=[C:60]([CH2:62][N:63]2[CH2:68][CH2:67][CH:66](O)[CH2:65][CH2:64]2)[O:59][N:58]=1, predict the reaction product. The product is: [F:1][C:2]1[CH:3]=[C:4]([C:10]2([OH:46])[CH2:15][CH2:14][N:13]([C:16]([O:18][C:19]([CH3:22])([CH3:21])[CH3:20])=[O:17])[CH2:12][CH2:11]2)[CH:5]=[C:6]([F:9])[C:7]=1[O:8][CH:66]1[CH2:67][CH2:68][N:63]([CH2:62][C:60]2[O:59][N:58]=[C:57]([C:56]([F:55])([F:70])[F:71])[N:61]=2)[CH2:64][CH2:65]1. (6) Given the reactants [C:1]([O:5][C:6](=[O:23])[NH:7][CH2:8][CH:9]([S:15][CH2:16][C:17]1[CH:22]=[CH:21][CH:20]=[CH:19][CH:18]=1)[CH:10](OC)[O:11]C)([CH3:4])([CH3:3])[CH3:2].C(O)(=O)C, predict the reaction product. The product is: [C:1]([O:5][C:6](=[O:23])[NH:7][CH2:8][CH:9]([S:15][CH2:16][C:17]1[CH:18]=[CH:19][CH:20]=[CH:21][CH:22]=1)[CH:10]=[O:11])([CH3:4])([CH3:2])[CH3:3]. (7) The product is: [CH2:12]([O:11][C:9]([N:7]1[C@@H:6]([CH3:19])[CH2:5][CH2:4][C@@H:3]([C:2]([OH:31])=[O:1])[CH2:8]1)=[O:10])[C:13]1[CH:14]=[CH:15][CH:16]=[CH:17][CH:18]=1. Given the reactants [OH:1][CH2:2][C@H:3]1[CH2:8][N:7]([C:9]([O:11][CH2:12][C:13]2[CH:18]=[CH:17][CH:16]=[CH:15][CH:14]=2)=[O:10])[C@@H:6]([CH3:19])[CH2:5][CH2:4]1.CC1(C)N([O])C(C)(C)CCC1.[O-:31]Cl=O.[Na+], predict the reaction product.